This data is from Reaction yield outcomes from USPTO patents with 853,638 reactions. The task is: Predict the reaction yield, written as a fraction of the theoretical maximum amount of product (1.0 means a 100% yield; for example, 0.34 means a 34% yield). (1) The reactants are [C:1]([O:9][CH2:10][CH3:11])(=[O:8])[C:2]1[CH:7]=[CH:6][N:5]=[CH:4][CH:3]=1.S(=O)(=O)(O)O.I[CH:18]1[CH2:21][O:20][CH2:19]1.OO. The catalyst is CS(C)=O.O.O.O.O.O.O.O.S([O-])([O-])(=O)=O.[Fe+2]. The product is [O:20]1[CH2:21][CH:18]([C:4]2[CH:3]=[C:2]([CH:7]=[CH:6][N:5]=2)[C:1]([O:9][CH2:10][CH3:11])=[O:8])[CH2:19]1. The yield is 0.140. (2) The reactants are [CH3:1][C:2]([CH3:15])(CC=C)[CH2:3][O:4][Si:5]([CH3:11])([CH3:10])[C:6]([CH3:9])([CH3:8])[CH3:7].O.[CH3:17][C:18]([CH3:20])=[O:19].C[N+]1([O-])CC[O:25]CC1. The catalyst is C(O)(C)(C)C.[Os](=O)(=O)(=O)=O. The product is [CH3:1][C:2]([CH3:15])([CH2:3][O:4][Si:5]([CH3:11])([CH3:10])[C:6]([CH3:9])([CH3:8])[CH3:7])[CH2:17][CH:18]([OH:19])[CH2:20][OH:25]. The yield is 0.700. (3) The yield is 0.640. The product is [Br:1][C:2]1[C:3]([O:20][C:14]2[CH:15]=[CH:16][C:17]([F:19])=[CH:18][C:13]=2[F:12])=[N:4][CH:5]=[C:6]([CH:10]=1)[C:7]([OH:9])=[O:8]. The catalyst is CS(C)=O.O. The reactants are [Br:1][C:2]1[C:3](Cl)=[N:4][CH:5]=[C:6]([CH:10]=1)[C:7]([OH:9])=[O:8].[F:12][C:13]1[CH:18]=[C:17]([F:19])[CH:16]=[CH:15][C:14]=1[OH:20].C(=O)([O-])[O-].[Cs+].[Cs+].Cl. (4) The reactants are [CH3:1][C:2]1[CH:3]=[C:4]([CH:6]=[C:7](B2OC(C)(C)C(C)(C)O2)[CH:8]=1)[NH2:5].Br[C:19]1[S:23][C:22]([N:24]2[CH2:30][CH2:29][CH2:28][NH:27][C:26](=[O:31])[CH2:25]2)=[N:21][C:20]=1[Cl:32].C(=O)([O-])[O-].[Na+].[Na+]. The catalyst is O1CCOCC1.[Pd](Cl)Cl.C1(P(C2C=CC=CC=2)[C-]2C=CC=C2)C=CC=CC=1.[C-]1(P(C2C=CC=CC=2)C2C=CC=CC=2)C=CC=C1.[Fe+2]. The product is [NH2:5][C:4]1[CH:6]=[C:7]([C:19]2[S:23][C:22]([N:24]3[CH2:30][CH2:29][CH2:28][NH:27][C:26](=[O:31])[CH2:25]3)=[N:21][C:20]=2[Cl:32])[CH:8]=[C:2]([CH3:1])[CH:3]=1. The yield is 0.291. (5) The reactants are [N:1]1[CH:2]=[CH:3][N:4]2[C:13]=1[C:12]1[CH:11]=[CH:10][CH:9]=[CH:8][C:7]=1[N:6]=[C:5]2[NH:14][C:15](=[O:22])[C:16]1[CH:21]=[CH:20][CH:19]=[N:18][CH:17]=1.[ClH:23]. The catalyst is CO.O1CCOCC1. The product is [ClH:23].[N:1]1[CH:2]=[CH:3][N:4]2[C:13]=1[C:12]1[CH:11]=[CH:10][CH:9]=[CH:8][C:7]=1[N:6]=[C:5]2[NH:14][C:15](=[O:22])[C:16]1[CH:21]=[CH:20][CH:19]=[N:18][CH:17]=1. The yield is 0.890.